Dataset: Reaction yield outcomes from USPTO patents with 853,638 reactions. Task: Predict the reaction yield, written as a fraction of the theoretical maximum amount of product (1.0 means a 100% yield; for example, 0.34 means a 34% yield). (1) The reactants are [N+:1]([C:4]1[CH:17]=[CH:16][C:7]([O:8][C:9]2[N:14]=[CH:13][N:12]=[C:11]([NH2:15])[CH:10]=2)=[CH:6][CH:5]=1)([O-])=O.[Cl-].[NH4+].C(O)C. The catalyst is [Fe].O. The product is [NH2:1][C:4]1[CH:17]=[CH:16][C:7]([O:8][C:9]2[N:14]=[CH:13][N:12]=[C:11]([NH2:15])[CH:10]=2)=[CH:6][CH:5]=1. The yield is 1.00. (2) The reactants are [CH3:1][O:2][C:3](=[O:13])[C@@H:4]([NH2:12])[CH2:5][CH:6]1[CH2:11][CH2:10][CH2:9][CH2:8][CH2:7]1.C(N(CC)C(C)C)(C)C.C([O:25][C:26](=O)/[CH:27]=[C:28](/[O:31][C:32]1[CH:37]=[CH:36][CH:35]=[C:34]([F:38])[C:33]=1[F:39])\[CH2:29]Br)C. The catalyst is CN(C)C=O. The product is [CH3:1][O:2][C:3](=[O:13])[C@@H:4]([N:12]1[CH2:29][C:28]([O:31][C:32]2[CH:37]=[CH:36][CH:35]=[C:34]([F:38])[C:33]=2[F:39])=[CH:27][C:26]1=[O:25])[CH2:5][CH:6]1[CH2:11][CH2:10][CH2:9][CH2:8][CH2:7]1. The yield is 0.230. (3) The reactants are C([O-])([O-])=O.[Na+].[Na+].[Br:7][C:8]1[CH:9]=[C:10]([C:29]#[C:30][Si](C)(C)C)[C:11]([N:14]([C:22]([O:24][C:25]([CH3:28])([CH3:27])[CH3:26])=[O:23])[C:15](=[O:21])[O:16][C:17]([CH3:20])([CH3:19])[CH3:18])=[N:12][CH:13]=1. The catalyst is CN(C=O)C.CCOC(C)=O.O. The product is [Br:7][C:8]1[CH:9]=[C:10]([C:29]#[CH:30])[C:11]([N:14]([C:22]([O:24][C:25]([CH3:28])([CH3:27])[CH3:26])=[O:23])[C:15](=[O:21])[O:16][C:17]([CH3:19])([CH3:20])[CH3:18])=[N:12][CH:13]=1. The yield is 1.00. (4) The reactants are [CH3:1][C@H:2]1[C@@H:7]2[CH2:8][CH2:9][C:10]3[CH:11]=[N:12][C:13]([C:16]4[CH:25]=[CH:24][C:19]([C:20]([O:22][CH3:23])=[O:21])=[CH:18][CH:17]=4)=[N:14][C:15]=3[C@@:6]2([C:26]2[CH:31]=[CH:30][CH:29]=[CH:28][CH:27]=2)[CH2:5][CH2:4][C:3]1=[O:32].[CH:33](OCC)=[O:34].C[O-].[Na+].CO.[CH3:43]C(C)([O-])C.[K+]. The catalyst is O1CCCC1. The product is [OH:34]/[CH:33]=[C:4]1/[CH2:5][C@:6]2([C:26]3[CH:27]=[CH:28][CH:29]=[CH:30][CH:31]=3)[C:15]3[N:14]=[C:13]([C:16]4[CH:25]=[CH:24][C:19]([C:20]([O:22][CH2:23][CH3:43])=[O:21])=[CH:18][CH:17]=4)[N:12]=[CH:11][C:10]=3[CH2:9][CH2:8][C@H:7]2[C@H:2]([CH3:1])[C:3]/1=[O:32]. The yield is 0.830. (5) The reactants are [CH3:1][O:2][C:3](=[O:13])[C:4]1[C:9](Cl)=[CH:8][C:7]([CH3:11])=[N:6][C:5]=1[Cl:12].[CH2:14]([CH:16]([NH2:19])[CH2:17][CH3:18])[CH3:15]. The catalyst is CS(C)=O. The product is [CH3:1][O:2][C:3](=[O:13])[C:4]1[C:9]([NH:19][CH:16]([CH2:17][CH3:18])[CH2:14][CH3:15])=[CH:8][C:7]([CH3:11])=[N:6][C:5]=1[Cl:12]. The yield is 0.430. (6) The reactants are [Br:1][C:2]1[CH:3]=[C:4]2[CH2:10][CH2:9][N:8]([Si:11]([C:14]([CH3:17])([CH3:16])[CH3:15])([CH3:13])[CH3:12])[C:5]2=[N:6][CH:7]=1.ClC1C(=O)C(C#N)=C(C#N)C(=O)C=1Cl. The catalyst is ClCCl.C(=O)(O)[O-].[Na+]. The product is [Br:1][C:2]1[CH:3]=[C:4]2[CH:10]=[CH:9][N:8]([Si:11]([C:14]([CH3:17])([CH3:16])[CH3:15])([CH3:12])[CH3:13])[C:5]2=[N:6][CH:7]=1. The yield is 0.970.